This data is from NCI-60 drug combinations with 297,098 pairs across 59 cell lines. The task is: Regression. Given two drug SMILES strings and cell line genomic features, predict the synergy score measuring deviation from expected non-interaction effect. (1) Drug 1: CS(=O)(=O)CCNCC1=CC=C(O1)C2=CC3=C(C=C2)N=CN=C3NC4=CC(=C(C=C4)OCC5=CC(=CC=C5)F)Cl. Drug 2: CN(C(=O)NC(C=O)C(C(C(CO)O)O)O)N=O. Cell line: RXF 393. Synergy scores: CSS=0.806, Synergy_ZIP=2.81, Synergy_Bliss=3.95, Synergy_Loewe=0.565, Synergy_HSA=0.916. (2) Drug 1: C(CC(=O)O)C(=O)CN.Cl. Drug 2: C1=CN(C=N1)CC(O)(P(=O)(O)O)P(=O)(O)O. Cell line: IGROV1. Synergy scores: CSS=3.55, Synergy_ZIP=-2.13, Synergy_Bliss=0.110, Synergy_Loewe=-0.560, Synergy_HSA=-0.458. (3) Synergy scores: CSS=1.48, Synergy_ZIP=-1.50, Synergy_Bliss=-3.38, Synergy_Loewe=-4.74, Synergy_HSA=-4.74. Drug 2: N.N.Cl[Pt+2]Cl. Cell line: PC-3. Drug 1: CN(C)N=NC1=C(NC=N1)C(=O)N. (4) Drug 1: CC1C(C(CC(O1)OC2CC(OC(C2O)C)OC3=CC4=CC5=C(C(=O)C(C(C5)C(C(=O)C(C(C)O)O)OC)OC6CC(C(C(O6)C)O)OC7CC(C(C(O7)C)O)OC8CC(C(C(O8)C)O)(C)O)C(=C4C(=C3C)O)O)O)O. Drug 2: CN(C(=O)NC(C=O)C(C(C(CO)O)O)O)N=O. Cell line: SNB-75. Synergy scores: CSS=32.3, Synergy_ZIP=-0.134, Synergy_Bliss=0.608, Synergy_Loewe=-28.8, Synergy_HSA=0.811. (5) Drug 1: C1=CN(C=N1)CC(O)(P(=O)(O)O)P(=O)(O)O. Drug 2: C(CN)CNCCSP(=O)(O)O. Cell line: NCI-H522. Synergy scores: CSS=-0.585, Synergy_ZIP=-1.16, Synergy_Bliss=-4.11, Synergy_Loewe=-4.85, Synergy_HSA=-4.57. (6) Drug 1: C1=NC(=NC(=O)N1C2C(C(C(O2)CO)O)O)N. Drug 2: C(CC(=O)O)C(=O)CN.Cl. Cell line: COLO 205. Synergy scores: CSS=33.7, Synergy_ZIP=-7.50, Synergy_Bliss=5.11, Synergy_Loewe=0.856, Synergy_HSA=3.20. (7) Drug 1: C1CN1C2=NC(=NC(=N2)N3CC3)N4CC4. Drug 2: CN(C)N=NC1=C(NC=N1)C(=O)N. Cell line: OVCAR-8. Synergy scores: CSS=43.8, Synergy_ZIP=-9.92, Synergy_Bliss=-1.07, Synergy_Loewe=0.758, Synergy_HSA=4.12.